Dataset: Full USPTO retrosynthesis dataset with 1.9M reactions from patents (1976-2016). Task: Predict the reactants needed to synthesize the given product. Given the product [Br:4][C:5]1[N:10]=[C:9]([C:11]([O:13][CH3:14])=[O:12])[C:8]([O:15][CH3:3])=[CH:7][CH:6]=1, predict the reactants needed to synthesize it. The reactants are: [N+](=[CH2:3])=[N-].[Br:4][C:5]1[N:10]=[C:9]([C:11]([O:13][CH3:14])=[O:12])[C:8]([OH:15])=[CH:7][CH:6]=1.